Predict the reaction yield, written as a fraction of the theoretical maximum amount of product (1.0 means a 100% yield; for example, 0.34 means a 34% yield). From a dataset of Reaction yield outcomes from USPTO patents with 853,638 reactions. (1) The reactants are [CH2:1]([NH:4][C:5]1[CH:10]=[CH:9][CH:8]=[CH:7][CH:6]=1)[CH:2]=[CH2:3].C([O:13][CH2:14][CH2:15][CH2:16][CH3:17])=C. No catalyst specified. The product is [CH2:14]([O:13]/[CH:3]=[CH:2]\[CH2:1][NH:4][C:5]1[CH:10]=[CH:9][CH:8]=[CH:7][CH:6]=1)[CH2:15][CH2:16][CH3:17]. The yield is 0.520. (2) The reactants are [N+:1]([C:4]1[CH:5]=[C:6](O)[CH:7]=[CH:8][CH:9]=1)([O-:3])=[O:2].C([O-])([O-])=[O:12].[K+].[K+].Br[CH2:18][C:19]([O:21][CH2:22][CH3:23])=[O:20]. The catalyst is CC(C)=O. The product is [N+:1]([C:4]1[CH:5]=[CH:6][C:7]([O:12][CH2:18][C:19]([O:21][CH2:22][CH3:23])=[O:20])=[CH:8][CH:9]=1)([O-:3])=[O:2]. The yield is 0.920. (3) The reactants are [CH2:1]([O:8][C:9]1[CH:14]=[C:13]([O:15][CH2:16][C:17]2[CH:22]=[CH:21][CH:20]=[CH:19][CH:18]=2)[C:12](Br)=[CH:11][C:10]=1[C:24]([N:26]1[CH2:34][C:33]2[C:28](=[CH:29][CH:30]=[CH:31][CH:32]=2)[CH2:27]1)=[O:25])[C:2]1[CH:7]=[CH:6][CH:5]=[CH:4][CH:3]=1.[F:35][C:36]([F:41])([F:40])C([O-])=O.[Na+]. The catalyst is [Cu]I. The product is [CH2:1]([O:8][C:9]1[CH:14]=[C:13]([O:15][CH2:16][C:17]2[CH:22]=[CH:21][CH:20]=[CH:19][CH:18]=2)[C:12]([C:36]([F:41])([F:40])[F:35])=[CH:11][C:10]=1[C:24]([N:26]1[CH2:34][C:33]2[C:28](=[CH:29][CH:30]=[CH:31][CH:32]=2)[CH2:27]1)=[O:25])[C:2]1[CH:7]=[CH:6][CH:5]=[CH:4][CH:3]=1. The yield is 0.290. (4) The reactants are [F:1][C:2]([F:28])([F:27])[C:3]1[CH:4]=[C:5]([C@H:13]2[C@H:22]([C:23](O)=[O:24])[C:21]3[C:16](=[CH:17][CH:18]=[CH:19][CH:20]=3)[C:15](=[O:26])[NH:14]2)[CH:6]=[C:7]([C:9]([F:12])([F:11])[F:10])[CH:8]=1.C1CN([P+](ON2N=NC3C=CC=CC2=3)(N2CCCC2)N2CCCC2)CC1.F[P-](F)(F)(F)(F)F.[NH2:62][N:63]1[CH2:68][CH2:67][O:66][CH2:65][CH2:64]1.C(N(CC)C(C)C)(C)C. The catalyst is ClCCl. The product is [F:11][C:9]([F:10])([F:12])[C:7]1[CH:6]=[C:5]([C@H:13]2[C@H:22]([C:23]([NH:62][N:63]3[CH2:68][CH2:67][O:66][CH2:65][CH2:64]3)=[O:24])[C:21]3[C:16](=[CH:17][CH:18]=[CH:19][CH:20]=3)[C:15](=[O:26])[NH:14]2)[CH:4]=[C:3]([C:2]([F:1])([F:28])[F:27])[CH:8]=1. The yield is 0.832. (5) The reactants are Br[C:2]1[C:3]([F:14])=[CH:4][N:5]=[C:6]2[C:11]=1[N:10]=[C:9]([O:12][CH3:13])[CH:8]=[CH:7]2.[N:15]1[CH:20]=[CH:19][C:18](B(O)O)=[CH:17][CH:16]=1. The catalyst is C(=O)(O)[O-].[Na+].O1CCOCC1.C1C=CC([PH+]([C]2[CH][CH][CH][CH]2)C2C=CC=CC=2)=CC=1.C1C=CC([PH+]([C]2[CH][CH][CH][CH]2)C2C=CC=CC=2)=CC=1.C(Cl)Cl.Cl[Pd]Cl.[Fe]. The product is [F:14][C:3]1[C:2]([C:18]2[CH:19]=[CH:20][N:15]=[CH:16][CH:17]=2)=[C:11]2[C:6]([CH:7]=[CH:8][C:9]([O:12][CH3:13])=[N:10]2)=[N:5][CH:4]=1. The yield is 0.750.